Predict the product of the given reaction. From a dataset of Forward reaction prediction with 1.9M reactions from USPTO patents (1976-2016). (1) Given the reactants [SH:1][CH2:2][CH2:3][OH:4].Cl[C:6]1[N:11]=[N:10][C:9]([N:12]2[CH:16]=[CH:15][C:14]([CH:17]([C:19]3[CH:31]=[CH:30][C:22]4[N:23]([CH2:27][O:28][CH3:29])[C:24](=[O:26])[S:25][C:21]=4[CH:20]=3)[CH3:18])=[N:13]2)=[CH:8][CH:7]=1.C(=O)([O-])[O-].[Cs+].[Cs+], predict the reaction product. The product is: [OH:4][CH2:3][CH2:2][S:1][C:6]1[N:11]=[N:10][C:9]([N:12]2[CH:16]=[CH:15][C:14]([CH:17]([C:19]3[CH:31]=[CH:30][C:22]4[N:23]([CH2:27][O:28][CH3:29])[C:24](=[O:26])[S:25][C:21]=4[CH:20]=3)[CH3:18])=[N:13]2)=[CH:8][CH:7]=1. (2) Given the reactants [CH2:1]([O:3][C:4]([C:6]1[C:15](=[O:16])[C:14]2[C:9](=[CH:10][CH:11]=[C:12]([C:17](=[O:19])[CH3:18])[CH:13]=2)[NH:8][CH:7]=1)=[O:5])[CH3:2].[F:20][C:21]1[CH:26]=[CH:25][C:24]([CH2:27]Cl)=[CH:23][CH:22]=1.C([O-])([O-])=O.[K+].[K+].O, predict the reaction product. The product is: [CH2:1]([O:3][C:4]([C:6]1[C:15](=[O:16])[C:14]2[C:9](=[CH:10][CH:11]=[C:12]([C:17](=[O:19])[CH3:18])[CH:13]=2)[N:8]([CH2:27][C:24]2[CH:25]=[CH:26][C:21]([F:20])=[CH:22][CH:23]=2)[CH:7]=1)=[O:5])[CH3:2]. (3) Given the reactants N[C:2]1[CH:7]=[CH:6][C:5]([CH:8]([CH3:14])[C:9]([O:11][CH2:12][CH3:13])=[O:10])=[CH:4][C:3]=1[O:15][CH3:16].O.C1(C)C=CC(S(O)(=O)=O)=CC=1.N([O-])=O.[Na+].[I-:33].[K+], predict the reaction product. The product is: [I:33][C:2]1[CH:7]=[CH:6][C:5]([CH:8]([CH3:14])[C:9]([O:11][CH2:12][CH3:13])=[O:10])=[CH:4][C:3]=1[O:15][CH3:16]. (4) Given the reactants [OH:1][CH2:2][CH2:3][C:4]1[O:5][CH:6]=[CH:7][C:8]=1[CH2:9][CH2:10][OH:11].C(Cl)Cl.C(N(CC)CC)C.[CH3:22][S:23](Cl)(=[O:25])=[O:24], predict the reaction product. The product is: [CH3:22][S:23]([O:1][CH2:2][CH2:3][C:4]1[O:5][CH:6]=[CH:7][C:8]=1[CH2:9][CH2:10][O:11][S:23]([CH3:22])(=[O:25])=[O:24])(=[O:25])=[O:24].